Dataset: Peptide-MHC class I binding affinity with 185,985 pairs from IEDB/IMGT. Task: Regression. Given a peptide amino acid sequence and an MHC pseudo amino acid sequence, predict their binding affinity value. This is MHC class I binding data. (1) The peptide sequence is SLFNTVATL. The MHC is HLA-A02:06 with pseudo-sequence HLA-A02:06. The binding affinity (normalized) is 0.412. (2) The peptide sequence is VMGVIGFGF. The MHC is HLA-B15:01 with pseudo-sequence HLA-B15:01. The binding affinity (normalized) is 0.0847. (3) The peptide sequence is SSIVRQLFK. The MHC is HLA-A31:01 with pseudo-sequence HLA-A31:01. The binding affinity (normalized) is 0.297. (4) The peptide sequence is EITGPIIMI. The MHC is HLA-B35:01 with pseudo-sequence HLA-B35:01. The binding affinity (normalized) is 0.0847. (5) The peptide sequence is FNSFLTHAL. The MHC is HLA-A02:02 with pseudo-sequence HLA-A02:02. The binding affinity (normalized) is 0.781. (6) The peptide sequence is GYTPGQQFY. The MHC is HLA-B27:05 with pseudo-sequence HLA-B27:05. The binding affinity (normalized) is 0.0847. (7) The peptide sequence is TTGEWPLII. The MHC is HLA-A02:06 with pseudo-sequence HLA-A02:06. The binding affinity (normalized) is 0. (8) The peptide sequence is LLKPGGVQW. The MHC is HLA-B07:02 with pseudo-sequence HLA-B07:02. The binding affinity (normalized) is 0.0847. (9) The MHC is HLA-A02:12 with pseudo-sequence HLA-A02:12. The binding affinity (normalized) is 0.851. The peptide sequence is SLTECPTFL. (10) The peptide sequence is LTDSGPKANI. The MHC is Mamu-B08 with pseudo-sequence Mamu-B08. The binding affinity (normalized) is 0.